Dataset: Peptide-MHC class II binding affinity with 134,281 pairs from IEDB. Task: Regression. Given a peptide amino acid sequence and an MHC pseudo amino acid sequence, predict their binding affinity value. This is MHC class II binding data. (1) The peptide sequence is EKKYFAATQFEPLAA. The MHC is DRB1_1101 with pseudo-sequence DRB1_1101. The binding affinity (normalized) is 0.403. (2) The peptide sequence is EKKYFAATQFEPLAY. The MHC is DRB1_1602 with pseudo-sequence DRB1_1602. The binding affinity (normalized) is 0.486. (3) The peptide sequence is HKKYFAATQFEPLAA. The MHC is HLA-DQA10501-DQB10201 with pseudo-sequence HLA-DQA10501-DQB10201. The binding affinity (normalized) is 0.321. (4) The peptide sequence is MAFLRSVSRLAAAVF. The MHC is HLA-DPA10201-DPB10501 with pseudo-sequence HLA-DPA10201-DPB10501. The binding affinity (normalized) is 0.562. (5) The peptide sequence is TPAETTVRLRAYMNTPGLPV. The MHC is DRB1_0901 with pseudo-sequence DRB1_0901. The binding affinity (normalized) is 0.327. (6) The peptide sequence is LAWLVQASANSAAMA. The MHC is DRB1_0901 with pseudo-sequence DRB1_0901. The binding affinity (normalized) is 0.599. (7) The peptide sequence is FKVAATAAATAPADDKFTVF. The MHC is HLA-DPA10301-DPB10402 with pseudo-sequence HLA-DPA10301-DPB10402. The binding affinity (normalized) is 0.447. (8) The peptide sequence is KGSPEFDWILGWTIK. The MHC is DRB1_0301 with pseudo-sequence DRB1_0301. The binding affinity (normalized) is 0.259. (9) The peptide sequence is EKIEENGSMRVFVDVI. The MHC is DRB1_0301 with pseudo-sequence DRB1_0301. The binding affinity (normalized) is 0.347.